From a dataset of Catalyst prediction with 721,799 reactions and 888 catalyst types from USPTO. Predict which catalyst facilitates the given reaction. (1) The catalyst class is: 1. Reactant: [OH-].[Li+].[F:3][C:4]1[CH:5]=[C:6]([C:10]2[CH:11]=[CH:12][C:13]3[O:17][CH2:16][CH:15]([NH:18][C:19]4[CH:20]=[C:21]([CH:30]=[CH:31][CH:32]=4)[O:22][CH2:23][C:24]([O:26]C(C)C)=[O:25])[C:14]=3[CH:33]=2)[CH:7]=[CH:8][CH:9]=1. Product: [F:3][C:4]1[CH:5]=[C:6]([C:10]2[CH:11]=[CH:12][C:13]3[O:17][CH2:16][CH:15]([NH:18][C:19]4[CH:20]=[C:21]([CH:30]=[CH:31][CH:32]=4)[O:22][CH2:23][C:24]([OH:26])=[O:25])[C:14]=3[CH:33]=2)[CH:7]=[CH:8][CH:9]=1. (2) Reactant: [Cl:1][C:2]1[CH:19]=[CH:18][C:5]([N:6]([CH3:17])[S:7]([C:10]2[CH:15]=[CH:14][C:13]([CH3:16])=[CH:12][CH:11]=2)(=[O:9])=[O:8])=[C:4]([S:20][CH3:21])[CH:3]=1.O.OO.C([O:28]C(C)C)(C)C. Product: [Cl:1][C:2]1[CH:19]=[CH:18][C:5]([N:6]([CH3:17])[S:7]([C:10]2[CH:11]=[CH:12][C:13]([CH3:16])=[CH:14][CH:15]=2)(=[O:8])=[O:9])=[C:4]([S:20]([CH3:21])=[O:28])[CH:3]=1. The catalyst class is: 342. (3) Reactant: [OH-].[Na+].[CH3:3][CH2:4][C:5]([O-:7])=O.[CH:8]1[C:21]2[C:20](=[O:22])[C:19]3[C:14](=[CH:15][CH:16]=[CH:17][CH:18]=3)[C:13](=[O:23])[C:12]=2[CH:11]=CC=1. Product: [OH:7][CH2:5][C:4]1[CH:3]=[CH:11][C:12]2[C:13](=[O:23])[C:14]3[C:19](=[CH:18][CH:17]=[CH:16][CH:15]=3)[C:20](=[O:22])[C:21]=2[CH:8]=1. The catalyst class is: 6. (4) Reactant: CCCC[N+](CCCC)(CCCC)CCCC.[F-].CC([Si](C1C=CC=CC=1)(C1C=CC=CC=1)[O:24][CH2:25][C@@H:26]1[CH2:32][C@@H:31]2[C@@H:29]([CH2:30]2)[CH2:28][N:27]1[C:33]([C:35]1[C:40]([N:41]2[N:45]=[CH:44][CH:43]=[N:42]2)=[CH:39][CH:38]=[C:37]([CH3:46])[N:36]=1)=[O:34])(C)C. Product: [CH3:46][C:37]1[N:36]=[C:35]([C:33]([N:27]2[C@H:26]([CH2:25][OH:24])[CH2:32][C@@H:31]3[C@@H:29]([CH2:30]3)[CH2:28]2)=[O:34])[C:40]([N:41]2[N:45]=[CH:44][CH:43]=[N:42]2)=[CH:39][CH:38]=1. The catalyst class is: 1.